This data is from Peptide-MHC class I binding affinity with 185,985 pairs from IEDB/IMGT. The task is: Regression. Given a peptide amino acid sequence and an MHC pseudo amino acid sequence, predict their binding affinity value. This is MHC class I binding data. (1) The peptide sequence is AIAKAAAAV. The MHC is HLA-A02:03 with pseudo-sequence HLA-A02:03. The binding affinity (normalized) is 0.787. (2) The peptide sequence is SYFVVKRHTM. The MHC is HLA-A29:02 with pseudo-sequence HLA-A29:02. The binding affinity (normalized) is 0.337.